This data is from Forward reaction prediction with 1.9M reactions from USPTO patents (1976-2016). The task is: Predict the product of the given reaction. (1) Given the reactants [Cl:1][C:2]1[CH:3]=[C:4]([CH:34]=[CH:35][C:36]=1[F:37])[CH2:5][N:6]1[CH2:15][CH2:14][C:13]2[C:8](=[C:9]([OH:32])[C:10](=[O:31])[N:11]3[CH2:20][CH2:19][CH2:18][N:17](CC4C=CC(OC)=CC=4)[C:16](=[O:30])[C:12]3=2)[C:7]1=[O:33].C1(C)C=CC(S(O)(=O)=O)=CC=1, predict the reaction product. The product is: [Cl:1][C:2]1[CH:3]=[C:4]([CH:34]=[CH:35][C:36]=1[F:37])[CH2:5][N:6]1[CH2:15][CH2:14][C:13]2[C:8](=[C:9]([OH:32])[C:10](=[O:31])[N:11]3[CH2:20][CH2:19][CH2:18][NH:17][C:16](=[O:30])[C:12]3=2)[C:7]1=[O:33]. (2) The product is: [S:19]1[CH:20]=[CH:21][CH:22]=[C:18]1[S:17][CH2:16][CH2:15][CH2:14][N:11]1[CH2:12][CH2:13][NH:8][CH2:9][CH2:10]1. Given the reactants C(OC([N:8]1[CH2:13][CH2:12][N:11]([CH2:14][CH2:15][CH2:16][S:17][C:18]2[S:19][CH:20]=[CH:21][CH:22]=2)[CH2:10][CH2:9]1)=O)(C)(C)C, predict the reaction product. (3) The product is: [CH2:23]([O:30][C:31]1[CH:36]=[CH:35][C:34]([C:2]2[CH:7]=[CH:6][C:5](/[CH:8]=[CH:9]/[C:10]3[NH:11][CH:12]=[C:13]([C:15]4[CH:20]=[CH:19][C:18]([Cl:21])=[CH:17][C:16]=4[Cl:22])[N:14]=3)=[CH:4][CH:3]=2)=[CH:33][CH:32]=1)[C:24]1[CH:29]=[CH:28][CH:27]=[CH:26][CH:25]=1. Given the reactants Br[C:2]1[CH:7]=[CH:6][C:5](/[CH:8]=[CH:9]/[C:10]2[NH:11][CH:12]=[C:13]([C:15]3[CH:20]=[CH:19][C:18]([Cl:21])=[CH:17][C:16]=3[Cl:22])[N:14]=2)=[CH:4][CH:3]=1.[CH2:23]([O:30][C:31]1[CH:36]=[CH:35][C:34](B(O)O)=[CH:33][CH:32]=1)[C:24]1[CH:29]=[CH:28][CH:27]=[CH:26][CH:25]=1, predict the reaction product. (4) Given the reactants Cl[C:2]1[CH:7]=[CH:6][N:5]2[N:8]=[CH:9][C:10]([C:11]([NH:13][C@@H:14]([C:19]3[CH:24]=[CH:23][C:22]([O:25][C:26]([F:29])([F:28])[F:27])=[CH:21][CH:20]=3)[C:15]([OH:18])([CH3:17])[CH3:16])=[O:12])=[C:4]2[N:3]=1.C([Sn]([C:43]1[CH:48]=[N:47][CH:46]=[CH:45][N:44]=1)(CCCC)CCCC)CCC, predict the reaction product. The product is: [OH:18][C:15]([CH3:17])([CH3:16])[C@@H:14]([NH:13][C:11]([C:10]1[CH:9]=[N:8][N:5]2[CH:6]=[CH:7][C:2]([C:43]3[CH:48]=[N:47][CH:46]=[CH:45][N:44]=3)=[N:3][C:4]=12)=[O:12])[C:19]1[CH:24]=[CH:23][C:22]([O:25][C:26]([F:29])([F:28])[F:27])=[CH:21][CH:20]=1.